Task: Predict the product of the given reaction.. Dataset: Forward reaction prediction with 1.9M reactions from USPTO patents (1976-2016) (1) The product is: [CH:1]1([N:5]2[C:9]3[CH:10]=[C:11]([F:14])[CH:12]=[CH:13][C:8]=3[N:7]=[C:6]2[C@@H:15]([NH:17][C:19]2[N:27]=[CH:26][N:25]=[C:24]3[C:20]=2[N:21]=[CH:22][NH:23]3)[CH3:16])[CH2:2][CH2:3][CH2:4]1. Given the reactants [CH:1]1([N:5]2[C:9]3[CH:10]=[C:11]([F:14])[CH:12]=[CH:13][C:8]=3[N:7]=[C:6]2[C@@H:15]([NH2:17])[CH3:16])[CH2:4][CH2:3][CH2:2]1.Cl[C:19]1[N:27]=[CH:26][N:25]=[C:24]2[C:20]=1[N:21]=[CH:22][N:23]2C1CCCCO1.CCN(C(C)C)C(C)C, predict the reaction product. (2) Given the reactants [NH:1]1[C:9]2[C:4](=[CH:5][CH:6]=[CH:7][CH:8]=2)[C:3]([N:10]2[CH2:15][CH2:14][N:13](C(OC(C)(C)C)=O)[CH2:12][CH2:11]2)=[CH:2]1.C[Si]([N-][Si](C)(C)C)(C)C.[Na+].[O:33]=[C:34]1[NH:39][C:38]2[CH:40]=[CH:41][C:42]([S:44](Cl)(=[O:46])=[O:45])=[CH:43][C:37]=2[O:36][CH2:35]1, predict the reaction product. The product is: [N:10]1([C:3]2[C:4]3[C:9](=[CH:8][CH:7]=[CH:6][CH:5]=3)[N:1]([S:44]([C:42]3[CH:41]=[CH:40][C:38]4[NH:39][C:34](=[O:33])[CH2:35][O:36][C:37]=4[CH:43]=3)(=[O:46])=[O:45])[CH:2]=2)[CH2:11][CH2:12][NH:13][CH2:14][CH2:15]1. (3) Given the reactants I[C:2]1[CH:7]=[C:6]([CH3:8])[C:5]([C:9]2[N:10]=[C:11]([NH:14][C:15](=[O:22])[C:16]3[CH:21]=[CH:20][N:19]=[CH:18][CH:17]=3)[S:12][CH:13]=2)=[C:4]([CH3:23])[CH:3]=1.[CH3:24][O:25][C:26]1[N:27]=[CH:28][C:29]([SH:32])=[N:30][CH:31]=1.C(=O)([O-])[O-].[K+].[K+].O, predict the reaction product. The product is: [CH3:24][O:25][C:26]1[N:27]=[CH:28][C:29]([S:32][C:2]2[CH:7]=[C:6]([CH3:8])[C:5]([C:9]3[N:10]=[C:11]([NH:14][C:15](=[O:22])[C:16]4[CH:21]=[CH:20][N:19]=[CH:18][CH:17]=4)[S:12][CH:13]=3)=[C:4]([CH3:23])[CH:3]=2)=[N:30][CH:31]=1. (4) Given the reactants ClC(OC(Cl)C)=O.[CH3:8][N:9](C)[CH2:10][CH2:11][O:12][C:13]1[CH:18]=[CH:17][C:16]([C:19]2[NH:20][C:21](=[O:30])[C:22]3[C:27]([CH:28]=2)=[C:26]([CH3:29])[CH:25]=[CH:24][CH:23]=3)=[CH:15][CH:14]=1, predict the reaction product. The product is: [CH3:29][C:26]1[CH:25]=[CH:24][CH:23]=[C:22]2[C:27]=1[CH:28]=[C:19]([C:16]1[CH:15]=[CH:14][C:13]([O:12][CH2:11][CH2:10][NH:9][CH3:8])=[CH:18][CH:17]=1)[NH:20][C:21]2=[O:30].